From a dataset of Catalyst prediction with 721,799 reactions and 888 catalyst types from USPTO. Predict which catalyst facilitates the given reaction. (1) Reactant: Cl.[CH2:2]([O:9][C:10]([C@@H:12]1[CH2:16][CH2:15][CH2:14][N:13]1[C:17](=[O:29])[C@H:18]([NH2:28])[CH2:19][C:20]1[CH:25]=[CH:24][C:23]([O:26][CH3:27])=[CH:22][CH:21]=1)=[O:11])[C:3]1[CH:8]=[CH:7][CH:6]=[CH:5][CH:4]=1.[C:30]([O-])(O)=[O:31].[Na+].ClC(Cl)(OC(=O)OC(Cl)(Cl)Cl)Cl. Product: [CH2:2]([O:9][C:10]([C@@H:12]1[CH2:16][CH2:15][CH2:14][N:13]1[C:17](=[O:29])[C@H:18]([N:28]=[C:30]=[O:31])[CH2:19][C:20]1[CH:25]=[CH:24][C:23]([O:26][CH3:27])=[CH:22][CH:21]=1)=[O:11])[C:3]1[CH:8]=[CH:7][CH:6]=[CH:5][CH:4]=1. The catalyst class is: 4. (2) Reactant: B(Br)(Br)Br.[C:5]([C:7]1[C:22]([OH:23])=[C:21]([O:24]C)[CH:20]=[C:19]([C:26]#[N:27])[C:8]=1[CH2:9][C:10]1[CH:18]=[CH:17][C:13]([C:14]([OH:16])=[O:15])=[CH:12][CH:11]=1)#[N:6]. Product: [C:5]([C:7]1[C:22]([OH:23])=[C:21]([OH:24])[CH:20]=[C:19]([C:26]#[N:27])[C:8]=1[CH2:9][C:10]1[CH:11]=[CH:12][C:13]([C:14]([OH:16])=[O:15])=[CH:17][CH:18]=1)#[N:6]. The catalyst class is: 2. (3) Reactant: Br.[CH2:2]([N:9]1[CH2:14][CH2:13][N:12]([C:15]2[S:16][C:17]([CH2:26][C:27]([O:29]C)=[O:28])=[C:18]([C:20]3[CH:25]=[CH:24][CH:23]=[CH:22][CH:21]=3)[N:19]=2)[CH2:11][CH2:10]1)[C:3]1[CH:8]=[CH:7][CH:6]=[CH:5][CH:4]=1.[OH-].[Li+]. Product: [CH2:2]([N:9]1[CH2:14][CH2:13][N:12]([C:15]2[S:16][C:17]([CH2:26][C:27]([OH:29])=[O:28])=[C:18]([C:20]3[CH:25]=[CH:24][CH:23]=[CH:22][CH:21]=3)[N:19]=2)[CH2:11][CH2:10]1)[C:3]1[CH:8]=[CH:7][CH:6]=[CH:5][CH:4]=1. The catalyst class is: 97. (4) Reactant: I[C:2]1[CH:3]=[C:4]2[C:9](=[CH:10][CH:11]=1)[N:8]=[C:7]([C:12]1[CH:13]=[N:14][CH:15]=[CH:16][CH:17]=1)[N:6]=[C:5]2[OH:18].C1C=CC(P(C2C=CC=CC=2)C2C=CC=CC=2)=CC=1.[C:38]([O:42][CH3:43])(=[O:41])[CH:39]=[CH2:40].CCN(C(C)C)C(C)C. Product: [OH:18][C:5]1[C:4]2[C:9](=[CH:10][CH:11]=[C:2]([CH:40]=[CH:39][C:38]([O:42][CH3:43])=[O:41])[CH:3]=2)[N:8]=[C:7]([C:12]2[CH:13]=[N:14][CH:15]=[CH:16][CH:17]=2)[N:6]=1. The catalyst class is: 416.